This data is from Peptide-MHC class I binding affinity with 185,985 pairs from IEDB/IMGT. The task is: Regression. Given a peptide amino acid sequence and an MHC pseudo amino acid sequence, predict their binding affinity value. This is MHC class I binding data. (1) The peptide sequence is SSWAVHWFS. The binding affinity (normalized) is 0.169. The MHC is HLA-A02:01 with pseudo-sequence HLA-A02:01. (2) The peptide sequence is HVQRIETWIL. The MHC is HLA-B08:01 with pseudo-sequence HLA-B08:01. The binding affinity (normalized) is 0.311. (3) The peptide sequence is EFFGWAEGY. The MHC is HLA-B40:01 with pseudo-sequence HLA-B40:01. The binding affinity (normalized) is 0.0847. (4) The peptide sequence is NAICSAVPVH. The MHC is HLA-A30:01 with pseudo-sequence HLA-A30:01. The binding affinity (normalized) is 0.261. (5) The peptide sequence is HRCQAIRK. The MHC is HLA-A26:01 with pseudo-sequence HLA-A26:01. The binding affinity (normalized) is 0. (6) The peptide sequence is ILSDDAVVCY. The MHC is HLA-A30:02 with pseudo-sequence HLA-A30:02. The binding affinity (normalized) is 0.293. (7) The peptide sequence is CPKPHRLTN. The MHC is HLA-B15:01 with pseudo-sequence HLA-B15:01. The binding affinity (normalized) is 0.121. (8) The peptide sequence is FLPIFSDEVL. The MHC is H-2-Kb with pseudo-sequence H-2-Kb. The binding affinity (normalized) is 0. (9) The MHC is HLA-A03:01 with pseudo-sequence HLA-A03:01. The peptide sequence is QFYWPVMNH. The binding affinity (normalized) is 0.0735. (10) The peptide sequence is HQYSERGRW. The MHC is HLA-A30:02 with pseudo-sequence HLA-A30:02. The binding affinity (normalized) is 0.497.